Dataset: Full USPTO retrosynthesis dataset with 1.9M reactions from patents (1976-2016). Task: Predict the reactants needed to synthesize the given product. (1) Given the product [F:18][C:19]1[CH:20]=[C:21]2[C:25](=[CH:26][CH:27]=1)[N:24]([NH:28][C:15]([C:11]1[C:12]([CH3:14])=[N:13][C:8]([C:4]3[CH:5]=[CH:6][CH:7]=[C:2]([F:1])[CH:3]=3)=[N:9][CH:10]=1)=[O:16])[CH:23]=[CH:22]2, predict the reactants needed to synthesize it. The reactants are: [F:1][C:2]1[CH:3]=[C:4]([C:8]2[N:13]=[C:12]([CH3:14])[C:11]([C:15](Cl)=[O:16])=[CH:10][N:9]=2)[CH:5]=[CH:6][CH:7]=1.[F:18][C:19]1[CH:20]=[C:21]2[C:25](=[CH:26][CH:27]=1)[N:24]([NH2:28])[CH:23]=[CH:22]2.C([O-])([O-])=O.[K+].[K+]. (2) Given the product [F:1][C:2]1[CH:15]=[CH:14][CH:13]=[CH:12][C:3]=1[O:4][C:5]1[CH:10]=[CH:9][C:8]([B:25]([OH:26])[OH:24])=[CH:7][CH:6]=1, predict the reactants needed to synthesize it. The reactants are: [F:1][C:2]1[CH:15]=[CH:14][CH:13]=[CH:12][C:3]=1[O:4][C:5]1[CH:10]=[CH:9][C:8](I)=[CH:7][CH:6]=1.[Li]CCCC.CC([O:24][B:25](OC(C)C)[O:26]C(C)C)C.